Dataset: Full USPTO retrosynthesis dataset with 1.9M reactions from patents (1976-2016). Task: Predict the reactants needed to synthesize the given product. (1) Given the product [C:15]([O:19][C:20](=[O:33])[NH:21][C@@H:22]([CH3:32])[C:23]([N:25]1[CH2:26][CH2:27][CH:28]([O:31][C:38]2[CH:39]=[CH:40][C:35]([Cl:34])=[CH:36][CH:37]=2)[CH2:29][CH2:30]1)=[O:24])([CH3:18])([CH3:16])[CH3:17], predict the reactants needed to synthesize it. The reactants are: N(C(OC(C)C)=O)=NC(OC(C)C)=O.[C:15]([O:19][C:20](=[O:33])[NH:21][C@@H:22]([CH3:32])[C:23]([N:25]1[CH2:30][CH2:29][CH:28]([OH:31])[CH2:27][CH2:26]1)=[O:24])([CH3:18])([CH3:17])[CH3:16].[Cl:34][C:35]1[CH:40]=[CH:39][C:38](O)=[CH:37][CH:36]=1.C1(P(C2C=CC=CC=2)C2C=CC=CC=2)C=CC=CC=1. (2) Given the product [CH3:1][O:2][C:3]([C:5]1[C:13]2[N:12]([C:14]3[CH:15]=[CH:16][CH:17]=[CH:18][CH:19]=3)[C:11]([CH:20]([NH:22][C:23]3[N:31]=[CH:30][N:29]=[C:28]4[C:24]=3[N:25]=[CH:26][NH:27]4)[CH3:21])=[N:10][C:9]=2[CH:8]=[CH:7][C:6]=1[F:38])=[O:4], predict the reactants needed to synthesize it. The reactants are: [CH3:1][O:2][C:3]([C:5]1[C:13]2[N:12]([C:14]3[CH:19]=[CH:18][CH:17]=[CH:16][CH:15]=3)[C:11]([C@@H:20]([NH:22][C:23]3[N:31]=[CH:30][N:29]=[C:28]4[C:24]=3[N:25]=[CH:26][N:27]4C3CCCCO3)[CH3:21])=[N:10][C:9]=2[CH:8]=[CH:7][C:6]=1[F:38])=[O:4]. (3) Given the product [NH2:24][C:17]1[CH:16]=[CH:15][C:14]([C:3]2[N:2]([CH3:1])[CH:6]=[CH:5][N:4]=2)=[CH:19][C:18]=1[S:20]([NH2:23])(=[O:21])=[O:22], predict the reactants needed to synthesize it. The reactants are: [CH3:1][N:2]1[CH:6]=[CH:5][N:4]=[CH:3]1.[Li]CCCC.C([C:14]1[CH:15]=[CH:16][C:17]([NH2:24])=[C:18]([S:20]([NH2:23])(=[O:22])=[O:21])[CH:19]=1)#N.C(N(CC(O)=O)CC(O)=O)CN(CC(O)=O)CC(O)=O.[OH-].[Na+].